This data is from Forward reaction prediction with 1.9M reactions from USPTO patents (1976-2016). The task is: Predict the product of the given reaction. (1) Given the reactants [C:1]1([C:7]2([C:14]3[CH:19]=[CH:18][CH:17]=[CH:16][CH:15]=3)[O:13][CH:8]2[C:9]([O:11][CH3:12])=[O:10])[CH:6]=[CH:5][CH:4]=[CH:3][CH:2]=1.B(F)(F)F.C[CH2:25][O:26]CC, predict the reaction product. The product is: [OH:13][CH:8]([C:7]([O:26][CH3:25])([C:1]1[CH:2]=[CH:3][CH:4]=[CH:5][CH:6]=1)[C:14]1[CH:19]=[CH:18][CH:17]=[CH:16][CH:15]=1)[C:9]([O:11][CH3:12])=[O:10]. (2) Given the reactants [CH3:1][N:2]1[C:10]2[C:5](=[CH:6][CH:7]=[C:8]([C:11]3[CH:16]=[CH:15][C:14]([C:17]([F:20])([F:19])[F:18])=[CH:13][CH:12]=3)[CH:9]=2)[CH:4]=[CH:3]1.C([Li])CCC.[C:26](=[O:28])=[O:27], predict the reaction product. The product is: [CH3:1][N:2]1[C:10]2[C:5](=[CH:6][CH:7]=[C:8]([C:11]3[CH:12]=[CH:13][C:14]([C:17]([F:18])([F:19])[F:20])=[CH:15][CH:16]=3)[CH:9]=2)[C:4]([C:26]([OH:28])=[O:27])=[CH:3]1. (3) Given the reactants [ClH:1].Cl.Cl.S1C2C(=NC=CC=2)C=C1N.[F:14][C:15]1[CH:57]=[CH:56][C:18]([O:19][C:20]2[C:21]([NH:36][C:37]3[S:41][N:40]=[C:39]([CH2:42][CH:43]4[CH2:48][CH2:47][N:46](C(OC(C)(C)C)=O)[CH2:45][CH2:44]4)[N:38]=3)=[N:22][CH:23]=[C:24]([S:26][C:27]3[CH:32]=[CH:31][N:30]=[C:29]4[CH:33]=[CH:34][S:35][C:28]=34)[CH:25]=2)=[CH:17][CH:16]=1.CO.Cl, predict the reaction product. The product is: [ClH:1].[ClH:1].[ClH:1].[F:14][C:15]1[CH:16]=[CH:17][C:18]([O:19][C:20]2[C:21]([NH:36][C:37]3[S:41][N:40]=[C:39]([CH2:42][CH:43]4[CH2:44][CH2:45][NH:46][CH2:47][CH2:48]4)[N:38]=3)=[N:22][CH:23]=[C:24]([S:26][C:27]3[CH:32]=[CH:31][N:30]=[C:29]4[CH:33]=[CH:34][S:35][C:28]=34)[CH:25]=2)=[CH:56][CH:57]=1. (4) Given the reactants C(OC([N:8]1[CH2:12][CH2:11][CH:10]([C:13](=[O:29])[NH:14][C:15]2[CH:16]=[C:17]3[C:27](=[O:28])[NH:26][N:25]=[CH:24][C:19]4=[CH:20][NH:21][C:22]([CH:23]=2)=[C:18]34)[CH:9]1[C:30]1[CH:35]=[CH:34][CH:33]=[CH:32][CH:31]=1)=O)(C)(C)C, predict the reaction product. The product is: [O:28]=[C:27]1[C:17]2[C:18]3[C:19](=[CH:20][NH:21][C:22]=3[CH:23]=[C:15]([NH:14][C:13]([C@@H:10]3[CH2:11][CH2:12][NH:8][C@H:9]3[C:30]3[CH:35]=[CH:34][CH:33]=[CH:32][CH:31]=3)=[O:29])[CH:16]=2)[CH:24]=[N:25][NH:26]1. (5) Given the reactants Cl.[CH:2]1([NH:5][C:6](=[O:38])[C:7]2[CH:12]=[CH:11][C:10]([C:13]3[CH:14]=[N:15][N:16]4[C:21]([NH:22][CH2:23][CH:24]5[CH2:29][CH2:28][O:27][CH2:26][CH2:25]5)=[CH:20][C:19]([O:30][C:31]5[CH:32]=[N:33][CH:34]=[CH:35][CH:36]=5)=[N:18][C:17]=34)=[CH:9][C:8]=2[CH3:37])[CH2:4][CH2:3]1.C1C=C(Cl)C=C(C(OO)=[O:47])C=1, predict the reaction product. The product is: [CH:2]1([NH:5][C:6]([C:7]2[CH:12]=[CH:11][C:10]([C:13]3[CH:14]=[N:15][N:16]4[C:21]([NH:22][CH2:23][CH:24]5[CH2:29][CH2:28][O:27][CH2:26][CH2:25]5)=[CH:20][C:19]([O:30][C:31]5[CH:32]=[N+:33]([O-:47])[CH:34]=[CH:35][CH:36]=5)=[N:18][C:17]=34)=[CH:9][C:8]=2[CH3:37])=[O:38])[CH2:3][CH2:4]1. (6) Given the reactants [NH2:1][C:2]1[C:3]2[C:8]([C:9]3[CH:10]=[CH:11][CH:12]=[CH:13][C:14]=3[CH:15]=1)=[CH:7][CH:6]=[CH:5][CH:4]=2.[CH3:16][C:17](=[CH2:20])[CH:18]=O.[OH-].[Na+], predict the reaction product. The product is: [CH3:20][C:17]1[CH:16]=[N:1][C:2]2[C:15]([CH:18]=1)=[C:14]1[CH:13]=[CH:12][CH:11]=[CH:10][C:9]1=[C:8]1[CH:7]=[CH:6][CH:5]=[CH:4][C:3]=21. (7) Given the reactants Cl[C:2]1[N:7]=[C:6]([Cl:8])[N:5]=[C:4]([O:9][CH2:10][C@H:11]2[CH2:13][C@H:12]2[C:14]#[N:15])[N:3]=1.Cl.[NH:17]1[CH2:22][CH2:21][CH:20]([C:23]2[C:31]3[C:26](=[N:27][CH:28]=[CH:29][CH:30]=3)[NH:25][CH:24]=2)[CH2:19][CH2:18]1.CCN(C(C)C)C(C)C.CCOC(C)=O, predict the reaction product. The product is: [Cl:8][C:6]1[N:7]=[C:2]([N:17]2[CH2:18][CH2:19][CH:20]([C:23]3[C:31]4[C:26](=[N:27][CH:28]=[CH:29][CH:30]=4)[NH:25][CH:24]=3)[CH2:21][CH2:22]2)[N:3]=[C:4]([O:9][CH2:10][C@H:11]2[CH2:13][C@H:12]2[C:14]#[N:15])[N:5]=1. (8) Given the reactants [SH:1][C:2]1[NH:3][CH:4]=[CH:5][N:6]=1.Cl[C:8]1[CH:13]=[CH:12][C:11]([N+:14]([O-:16])=[O:15])=[CH:10][CH:9]=1.C(=O)([O-])[O-].[K+].[K+], predict the reaction product. The product is: [N+:14]([C:11]1[CH:12]=[CH:13][C:8]([S:1][C:2]2[NH:3][CH:4]=[CH:5][N:6]=2)=[CH:9][CH:10]=1)([O-:16])=[O:15]. (9) Given the reactants [C:1]([O:5][C:6]([N:8]1[CH2:13][CH2:12][N:11]([C:14](=[O:28])[CH2:15][O:16][C:17]2[CH:22]=[CH:21][C:20]([C:23]([O:25]C)=[O:24])=[C:19]([Cl:27])[CH:18]=2)[CH2:10][CH2:9]1)=[O:7])([CH3:4])([CH3:3])[CH3:2].C[Si](C)(C)[O-].[K+].[SiH3][O-].[K+], predict the reaction product. The product is: [C:1]([O:5][C:6]([N:8]1[CH2:9][CH2:10][N:11]([C:14](=[O:28])[CH2:15][O:16][C:17]2[CH:22]=[CH:21][C:20]([C:23]([OH:25])=[O:24])=[C:19]([Cl:27])[CH:18]=2)[CH2:12][CH2:13]1)=[O:7])([CH3:4])([CH3:2])[CH3:3]. (10) The product is: [CH3:8][C:9](=[N:5][N:4]=[C:3]1[N:2]([CH3:1])[C:13]([CH3:15])=[CH:12][S:6]1)[CH3:10]. Given the reactants [CH3:1][NH:2][C:3](=[S:6])[NH:4][NH2:5].Cl[CH2:8][C:9](=O)[CH3:10].[CH3:12][C:13]([CH3:15])=O, predict the reaction product.